This data is from Forward reaction prediction with 1.9M reactions from USPTO patents (1976-2016). The task is: Predict the product of the given reaction. (1) Given the reactants [CH3:1][C:2]([CH3:6])([CH3:5])[CH2:3][OH:4].C(Cl)(Cl)Cl.[Br:11][C:12]1[CH:13]=[C:14]([S:18](Cl)(=[O:20])=[O:19])[CH:15]=[CH:16][CH:17]=1.C(=O)([O-])O.[Na+], predict the reaction product. The product is: [Br:11][C:12]1[CH:13]=[C:14]([S:18]([O:4][CH2:3][C:2]([CH3:6])([CH3:5])[CH3:1])(=[O:20])=[O:19])[CH:15]=[CH:16][CH:17]=1. (2) Given the reactants Br[CH2:2][C:3]1[C:8]([Cl:9])=[CH:7][CH:6]=[CH:5][C:4]=1[N:10]1[C:14](=[O:15])[N:13]([CH3:16])[N:12]=[N:11]1.[CH3:17][C:18]1[CH:23]=[CH:22][C:21]([N:24]2[CH:28]=[CH:27][C:26]([OH:29])=[N:25]2)=[CH:20][CH:19]=1.C(=O)([O-])[O-].[K+].[K+].C(#N)C, predict the reaction product. The product is: [CH3:17][C:18]1[CH:19]=[CH:20][C:21]([N:24]2[CH:28]=[CH:27][C:26]([O:29][CH2:2][C:3]3[C:8]([Cl:9])=[CH:7][CH:6]=[CH:5][C:4]=3[N:10]3[C:14](=[O:15])[N:13]([CH3:16])[N:12]=[N:11]3)=[N:25]2)=[CH:22][CH:23]=1.